The task is: Predict which catalyst facilitates the given reaction.. This data is from Catalyst prediction with 721,799 reactions and 888 catalyst types from USPTO. Reactant: [H-].[Na+].[F:3][C:4]([F:36])([F:35])[C:5]1[CH:6]=[C:7]([C@H:15]([O:17][C@@H:18]2[C@@H:23]([C:24]3[CH:29]=[CH:28][CH:27]=[CH:26][CH:25]=3)[C@H:22]([C@H:30]3CCN3C)[CH2:21][CH2:20][O:19]2)[CH3:16])[CH:8]=[C:9]([C:11]([F:14])([F:13])[F:12])[CH:10]=1.[N:37]1([C:42]([O-:44])=[O:43])[CH2:41][CH2:40][CH2:39][CH2:38]1.O. Product: [F:13][C:11]([F:12])([F:14])[C:9]1[CH:8]=[C:7]([C@H:15]([O:17][C@@H:18]2[C@@H:23]([C:24]3[CH:25]=[CH:26][CH:27]=[CH:28][CH:29]=3)[C@H:22]([CH:30]3[O:43][C:42](=[O:44])[N:37]4[CH2:41][CH2:40][CH2:39][CH:38]34)[CH2:21][CH2:20][O:19]2)[CH3:16])[CH:6]=[C:5]([C:4]([F:36])([F:35])[F:3])[CH:10]=1. The catalyst class is: 54.